From a dataset of Full USPTO retrosynthesis dataset with 1.9M reactions from patents (1976-2016). Predict the reactants needed to synthesize the given product. (1) Given the product [CH:1]([O:4][C:5](=[O:9])[C:6]([Cl:8])=[O:7])([CH3:3])[CH3:2], predict the reactants needed to synthesize it. The reactants are: [CH:1]([OH:4])([CH3:3])[CH3:2].[C:5](Cl)(=[O:9])[C:6]([Cl:8])=[O:7]. (2) Given the product [F:78][C:77]1[C:68]([F:67])=[CH:69][C:70]2[N:74]=[C:73]([S:75][CH2:26][CH2:27][N:28]3[CH2:33][CH2:32][N:31]([CH2:34][C:35]([NH:37][C:38]4[C:39]([O:51][CH2:52][C:53]([F:56])([F:54])[F:55])=[N:40][C:41]([CH3:50])=[CH:42][C:43]=4[O:44][CH2:45][C:46]([F:47])([F:48])[F:49])=[O:36])[CH2:30][CH2:29]3)[NH:72][C:71]=2[CH:76]=1, predict the reactants needed to synthesize it. The reactants are: OCCN1CCN(CC(NC2C(SC)=NC(C)=CC=2SC)=O)CC1.O[CH2:26][CH2:27][N:28]1[CH2:33][CH2:32][N:31]([CH2:34][C:35]([NH:37][C:38]2[C:39]([O:51][CH2:52][C:53]([F:56])([F:55])[F:54])=[N:40][C:41]([CH3:50])=[CH:42][C:43]=2[O:44][CH2:45][C:46]([F:49])([F:48])[F:47])=[O:36])[CH2:30][CH2:29]1.SC1NC2C=CC=CC=2N=1.[F:67][C:68]1[C:77]([F:78])=[CH:76][C:71]2[N:72]=[C:73]([SH:75])[NH:74][C:70]=2[CH:69]=1. (3) The reactants are: [ClH:1].O1CCOCC1.[N:8]1[C:17]2[C:12](=[CH:13][CH:14]=[CH:15][CH:16]=2)[C:11]([O:18][C:19]2[CH:24]=[CH:23][C:22]([NH:25]C(=O)OC(C)(C)C)=[CH:21][CH:20]=2)=[N:10][CH:9]=1. Given the product [ClH:1].[N:8]1[C:17]2[C:12](=[CH:13][CH:14]=[CH:15][CH:16]=2)[C:11]([O:18][C:19]2[CH:24]=[CH:23][C:22]([NH2:25])=[CH:21][CH:20]=2)=[N:10][CH:9]=1, predict the reactants needed to synthesize it. (4) Given the product [CH3:14][N:15]([CH3:16])[C:2]1[CH:10]=[CH:9][C:5]([C:6]([OH:8])=[O:7])=[CH:4][C:3]=1[N+:11]([O-:13])=[O:12], predict the reactants needed to synthesize it. The reactants are: F[C:2]1[CH:10]=[CH:9][C:5]([C:6]([OH:8])=[O:7])=[CH:4][C:3]=1[N+:11]([O-:13])=[O:12].[CH3:14][NH:15][CH3:16].